This data is from NCI-60 drug combinations with 297,098 pairs across 59 cell lines. The task is: Regression. Given two drug SMILES strings and cell line genomic features, predict the synergy score measuring deviation from expected non-interaction effect. (1) Drug 1: CN(C(=O)NC(C=O)C(C(C(CO)O)O)O)N=O. Drug 2: C1CCC(C(C1)N)N.C(=O)(C(=O)[O-])[O-].[Pt+4]. Cell line: NCI-H460. Synergy scores: CSS=6.49, Synergy_ZIP=-11.1, Synergy_Bliss=-21.8, Synergy_Loewe=-39.2, Synergy_HSA=-24.0. (2) Drug 1: CC1OCC2C(O1)C(C(C(O2)OC3C4COC(=O)C4C(C5=CC6=C(C=C35)OCO6)C7=CC(=C(C(=C7)OC)O)OC)O)O. Drug 2: C1=NC(=NC(=O)N1C2C(C(C(O2)CO)O)O)N. Cell line: HCT116. Synergy scores: CSS=55.8, Synergy_ZIP=-4.24, Synergy_Bliss=-2.33, Synergy_Loewe=-1.24, Synergy_HSA=1.70. (3) Drug 1: C1=CC(=CC=C1CCC2=CNC3=C2C(=O)NC(=N3)N)C(=O)NC(CCC(=O)O)C(=O)O. Drug 2: CC(C1=C(C=CC(=C1Cl)F)Cl)OC2=C(N=CC(=C2)C3=CN(N=C3)C4CCNCC4)N. Cell line: A549. Synergy scores: CSS=26.4, Synergy_ZIP=-13.1, Synergy_Bliss=-14.3, Synergy_Loewe=-17.4, Synergy_HSA=-11.4. (4) Drug 1: CC(C1=C(C=CC(=C1Cl)F)Cl)OC2=C(N=CC(=C2)C3=CN(N=C3)C4CCNCC4)N. Drug 2: CN1C2=C(C=C(C=C2)N(CCCl)CCCl)N=C1CCCC(=O)O.Cl. Cell line: U251. Synergy scores: CSS=20.2, Synergy_ZIP=-2.25, Synergy_Bliss=2.09, Synergy_Loewe=0.490, Synergy_HSA=1.31. (5) Drug 1: CCC(=C(C1=CC=CC=C1)C2=CC=C(C=C2)OCCN(C)C)C3=CC=CC=C3.C(C(=O)O)C(CC(=O)O)(C(=O)O)O. Drug 2: C#CCC(CC1=CN=C2C(=N1)C(=NC(=N2)N)N)C3=CC=C(C=C3)C(=O)NC(CCC(=O)O)C(=O)O. Cell line: HCT-15. Synergy scores: CSS=69.8, Synergy_ZIP=4.88, Synergy_Bliss=5.15, Synergy_Loewe=-17.2, Synergy_HSA=2.20. (6) Drug 1: CN(C)N=NC1=C(NC=N1)C(=O)N. Drug 2: CC=C1C(=O)NC(C(=O)OC2CC(=O)NC(C(=O)NC(CSSCCC=C2)C(=O)N1)C(C)C)C(C)C. Cell line: HT29. Synergy scores: CSS=51.7, Synergy_ZIP=-1.09, Synergy_Bliss=-4.04, Synergy_Loewe=-47.2, Synergy_HSA=-4.92. (7) Drug 1: CC1=C2C(C(=O)C3(C(CC4C(C3C(C(C2(C)C)(CC1OC(=O)C(C(C5=CC=CC=C5)NC(=O)OC(C)(C)C)O)O)OC(=O)C6=CC=CC=C6)(CO4)OC(=O)C)OC)C)OC. Drug 2: CNC(=O)C1=NC=CC(=C1)OC2=CC=C(C=C2)NC(=O)NC3=CC(=C(C=C3)Cl)C(F)(F)F. Cell line: EKVX. Synergy scores: CSS=61.2, Synergy_ZIP=11.4, Synergy_Bliss=11.2, Synergy_Loewe=7.26, Synergy_HSA=15.2.